This data is from Catalyst prediction with 721,799 reactions and 888 catalyst types from USPTO. The task is: Predict which catalyst facilitates the given reaction. (1) Reactant: Cl[C:2]1[CH:7]=[C:6]([C:8]2[CH:13]=[CH:12][CH:11]=[CH:10][CH:9]=2)[N:5]=[C:4]([CH3:14])[N:3]=1.[CH2:15]([OH:19])[C:16]#[C:17][CH3:18].[H-].[Na+].O. Product: [CH3:14][C:4]1[N:5]=[C:6]([C:8]2[CH:13]=[CH:12][CH:11]=[CH:10][CH:9]=2)[CH:7]=[C:2]([O:19][CH2:15][C:16]#[C:17][CH3:18])[N:3]=1. The catalyst class is: 9. (2) Reactant: [C:1]([O:5][CH2:6][CH3:7])(=[O:4])[CH:2]=[O:3].[NH2:8][CH2:9][C@@H:10](O)[CH3:11].[CH3:13][C:14]1[CH:15]=[CH:16][C:17]([N:23]2[N:27]=[CH:26][CH:25]=[N:24]2)=[C:18]([CH:22]=1)[C:19](O)=[O:20]. Product: [CH3:11][C@@H:10]1[O:3][CH:2]([C:1]([O:5][CH2:6][CH3:7])=[O:4])[N:8]([C:19](=[O:20])[C:18]2[CH:22]=[C:14]([CH3:13])[CH:15]=[CH:16][C:17]=2[N:23]2[N:27]=[CH:26][CH:25]=[N:24]2)[CH2:9]1. The catalyst class is: 11. (3) Reactant: [NH2:1][C:2]1[C:6]([C:7]([O:9][CH2:10][CH:11]=[CH2:12])=[O:8])=[C:5]([NH2:13])[NH:4][N:3]=1.O.C(N(C(C)C)[CH:19]=[C:20]([F:23])[CH:21]=O)(C)C. Product: [NH2:13][C:5]1[C:6]([C:7]([O:9][CH2:10][CH:11]=[CH2:12])=[O:8])=[C:2]2[N:1]=[CH:19][C:20]([F:23])=[CH:21][N:3]2[N:4]=1. The catalyst class is: 16. (4) Reactant: [NH:1]1[CH:6]=[CH:5][CH:4]=[CH:3][C:2]1=[O:7].[N:8]1C(C)=C[CH:11]=[CH:10][C:9]=1C.[F:16][C:17]([F:30])([F:29])[S:18]([O:21]S(C(F)(F)F)(=O)=O)(=[O:20])=[O:19].Cl[CH2:32]Cl. Product: [CH3:32][O:7][C:2]1[N:1]=[C:6]2[C:5](=[CH:4][CH:3]=1)[N:8]=[CH:9][CH:10]=[C:11]2[O:21][S:18]([C:17]([F:30])([F:29])[F:16])(=[O:20])=[O:19]. The catalyst class is: 277. (5) Reactant: [CH3:1][O:2][C:3]([C:5]1[N:6]([NH2:23])[C:7](=[O:22])[C:8]2[C:13]([C:14]=1[C:15]1[CH:20]=[CH:19][CH:18]=[CH:17][CH:16]=1)=[CH:12][C:11]([Cl:21])=[CH:10][CH:9]=2)=[O:4].C(N(CC)CC)C.[CH:31](=O)[CH2:32][CH2:33][CH2:34][CH3:35]. Product: [CH3:1][O:2][C:3]([C:5]1[N:6]([N:23]=[CH:31][CH2:32][CH2:33][CH2:34][CH3:35])[C:7](=[O:22])[C:8]2[C:13]([C:14]=1[C:15]1[CH:20]=[CH:19][CH:18]=[CH:17][CH:16]=1)=[CH:12][C:11]([Cl:21])=[CH:10][CH:9]=2)=[O:4]. The catalyst class is: 5.